This data is from Reaction yield outcomes from USPTO patents with 853,638 reactions. The task is: Predict the reaction yield, written as a fraction of the theoretical maximum amount of product (1.0 means a 100% yield; for example, 0.34 means a 34% yield). (1) The reactants are C(Cl)(=O)C(Cl)=O.ClCCl.ClCCl.[F:13][C:14]1[CH:15]=[C:16]2[C:20](=[CH:21][CH:22]=1)[NH:19][C:18](=[O:23])[C:17]2=[C:24]1[C:32]2[C:27](=[CH:28][C:29]([CH2:33][CH2:34][CH2:35][OH:36])=[CH:30][CH:31]=2)[CH2:26][O:25]1.C(N(CC)CC)C. The catalyst is CS(C)=O.O. The product is [F:13][C:14]1[CH:15]=[C:16]2[C:20](=[CH:21][CH:22]=1)[NH:19][C:18](=[O:23])[C:17]2=[C:24]1[C:32]2[C:27](=[CH:28][C:29]([CH2:33][CH2:34][CH:35]=[O:36])=[CH:30][CH:31]=2)[CH2:26][O:25]1. The yield is 1.00. (2) The reactants are [Cl:1][C:2]1[CH:3]=[C:4]([C:9]2([C:26]([F:29])([F:28])[F:27])[O:13][N:12]=[C:11]([C:14]3[CH:15]=[CH:16][C:17]([N:21]4[CH:25]=[N:24][CH:23]=[N:22]4)=[C:18]([CH:20]=3)[NH2:19])[CH2:10]2)[CH:5]=[C:6]([Cl:8])[CH:7]=1.N1C=CC=CC=1.[C:36](Cl)(=[O:38])[CH3:37].O. The catalyst is C1COCC1.C(OCC)(=O)C. The product is [Cl:1][C:2]1[CH:3]=[C:4]([C:9]2([C:26]([F:29])([F:27])[F:28])[O:13][N:12]=[C:11]([C:14]3[CH:15]=[CH:16][C:17]([N:21]4[CH:25]=[N:24][CH:23]=[N:22]4)=[C:18]([NH:19][C:36](=[O:38])[CH3:37])[CH:20]=3)[CH2:10]2)[CH:5]=[C:6]([Cl:8])[CH:7]=1. The yield is 0.510.